This data is from Forward reaction prediction with 1.9M reactions from USPTO patents (1976-2016). The task is: Predict the product of the given reaction. (1) The product is: [F:1][C:2]1[C:11]2[O:10][CH2:9][C:8](=[O:12])[NH:7][C:6]=2[CH:5]=[C:4]([CH:13]=[O:14])[CH:3]=1. Given the reactants [F:1][C:2]1[C:11]2[O:10][CH2:9][C:8](=[O:12])[NH:7][C:6]=2[CH:5]=[C:4]([CH2:13][OH:14])[CH:3]=1.C[N+]1([O-])CCOCC1, predict the reaction product. (2) Given the reactants [CH3:1][C:2]1[CH:7]=[CH:6][CH:5]=[CH:4][C:3]=1[C:8](=[O:19])[CH2:9][C:10]1[NH:14][C:13]2[CH2:15][CH2:16][CH2:17][CH2:18][C:12]=2[N:11]=1.C[O-].[Na+].[C:23](OC)(=[O:26])[C:24]#[CH:25], predict the reaction product. The product is: [CH3:1][C:2]1[CH:7]=[CH:6][CH:5]=[CH:4][C:3]=1[C:8]([C:9]1[CH:25]=[CH:24][C:23](=[O:26])[N:14]2[C:13]3[CH2:15][CH2:16][CH2:17][CH2:18][C:12]=3[NH:11][C:10]=12)=[O:19]. (3) Given the reactants [CH3:1][O:2][CH2:3][CH2:4][CH2:5][O:6][C:7]1[CH:8]=[C:9]([CH:17]=[CH:18][C:19]=1[O:20][CH3:21])[CH:10]=[C:11]([CH:14]([CH3:16])[CH3:15])[CH:12]=[O:13].C1(P(C2C=CC=CC=2)[C@@H]([C@H](P(C2C=CC=CC=2)C2C=CC=CC=2)C)C)C=CC=CC=1.C(N(CC)CC)C, predict the reaction product. The product is: [CH3:1][O:2][CH2:3][CH2:4][CH2:5][O:6][C:7]1[CH:8]=[C:9]([CH:17]=[CH:18][C:19]=1[O:20][CH3:21])[CH2:10][CH:11]([CH:14]([CH3:16])[CH3:15])[CH:12]=[O:13]. (4) Given the reactants CS(O[CH2:6][CH2:7][O:8][C:9]1[CH:14]=[CH:13][C:12]([C:15]#[C:16][C:17]2[CH:22]=[CH:21][C:20]([C:23]3[CH:28]=[CH:27][C:26]([Cl:29])=[CH:25][CH:24]=3)=[CH:19][N:18]=2)=[CH:11][C:10]=1[CH3:30])(=O)=O.[CH:31]1([NH2:36])[CH2:35][CH2:34][CH2:33][CH2:32]1.C(N(C(C)C)C(C)C)C, predict the reaction product. The product is: [Cl:29][C:26]1[CH:25]=[CH:24][C:23]([C:20]2[CH:21]=[CH:22][C:17]([C:16]#[C:15][C:12]3[CH:13]=[CH:14][C:9]([O:8][CH2:7][CH2:6][NH:36][CH:31]4[CH2:35][CH2:34][CH2:33][CH2:32]4)=[C:10]([CH3:30])[CH:11]=3)=[N:18][CH:19]=2)=[CH:28][CH:27]=1. (5) Given the reactants Cl[C:2]([O:4][CH3:5])=[O:3].[C:6]([C:8]1[CH:9]=[C:10]([NH:14][C:15]([C:17]2[CH:18]=[C:19]([C:24]3[CH:29]=[CH:28][C:27]([F:30])=[CH:26][C:25]=3[F:31])[CH:20]=[CH:21]C=2O)=[O:16])[CH:11]=[CH:12][CH:13]=1)#[N:7].Cl, predict the reaction product. The product is: [F:31][C:25]1[CH:26]=[C:27]([F:30])[CH:28]=[CH:29][C:24]=1[C:19]1[CH:20]=[CH:21][C:5]2[O:4][C:2](=[O:3])[N:14]([C:10]3[CH:9]=[C:8]([CH:13]=[CH:12][CH:11]=3)[C:6]#[N:7])[C:15](=[O:16])[C:17]=2[CH:18]=1. (6) Given the reactants [Li+].[OH-].[O:3]=[C:4]1[N:10]([CH:11]2[CH2:16][CH2:15][N:14]([C:17]([O:19][C@H:20]([CH2:40][C:41]3[CH:46]=[C:45]([CH3:47])[C:44]([OH:48])=[C:43]([CH3:49])[CH:42]=3)[C:21]([N:23]3[CH2:28][CH2:27][N:26]([C:29]4[CH:34]=[CH:33][C:32]([C:35]([O:37]CC)=[O:36])=[CH:31][CH:30]=4)[CH2:25][CH2:24]3)=[O:22])=[O:18])[CH2:13][CH2:12]2)[CH2:9][CH2:8][C:7]2[CH:50]=[CH:51][CH:52]=[CH:53][C:6]=2[NH:5]1.OO, predict the reaction product. The product is: [O:3]=[C:4]1[N:10]([CH:11]2[CH2:16][CH2:15][N:14]([C:17]([O:19][C@H:20]([CH2:40][C:41]3[CH:46]=[C:45]([CH3:47])[C:44]([OH:48])=[C:43]([CH3:49])[CH:42]=3)[C:21]([N:23]3[CH2:28][CH2:27][N:26]([C:29]4[CH:30]=[CH:31][C:32]([C:35]([OH:37])=[O:36])=[CH:33][CH:34]=4)[CH2:25][CH2:24]3)=[O:22])=[O:18])[CH2:13][CH2:12]2)[CH2:9][CH2:8][C:7]2[CH:50]=[CH:51][CH:52]=[CH:53][C:6]=2[NH:5]1.